Dataset: Full USPTO retrosynthesis dataset with 1.9M reactions from patents (1976-2016). Task: Predict the reactants needed to synthesize the given product. (1) Given the product [CH3:1][S:2][C:3]1[CH:4]=[CH:5][C:6]([CH2:9][CH2:10][CH2:11][C:12]([OH:14])=[O:13])=[CH:7][CH:8]=1, predict the reactants needed to synthesize it. The reactants are: [CH3:1][S:2][C:3]1[CH:8]=[CH:7][C:6]([C:9](=O)[CH2:10][CH2:11][C:12]([OH:14])=[O:13])=[CH:5][CH:4]=1.[H-].C([SiH](CC)CC)C. (2) Given the product [OH:27][CH2:26][C:25]([NH:24][C:13](=[O:15])[C:12]1[CH:16]=[CH:17][C:9]([O:8][CH2:7][C:6]2[N:2]([CH3:1])[N:3]=[N:4][C:5]=2[C:18]2[CH:23]=[CH:22][CH:21]=[CH:20][N:19]=2)=[N:10][CH:11]=1)([CH3:29])[CH3:28], predict the reactants needed to synthesize it. The reactants are: [CH3:1][N:2]1[C:6]([CH2:7][O:8][C:9]2[CH:17]=[CH:16][C:12]([C:13]([OH:15])=O)=[CH:11][N:10]=2)=[C:5]([C:18]2[CH:23]=[CH:22][CH:21]=[CH:20][N:19]=2)[N:4]=[N:3]1.[NH2:24][C:25]([CH3:29])([CH3:28])[CH2:26][OH:27]. (3) Given the product [C:32]([O:31][C:29]([NH:28][C@@H:10]([CH2:11][CH2:12][C:13]1[N:17]([C:16]2[CH:15]=[CH:27][CH:26]=[CH:25][CH:24]=2)[C:18]2[CH:19]=[CH:20][CH:21]=[CH:22][C:23]=2[N:14]=1)[C:9]([NH:79][O:78][C:59]([C:60]1[CH:65]=[CH:64][CH:63]=[CH:62][CH:61]=1)([C:72]1[CH:73]=[CH:74][CH:75]=[CH:76][CH:77]=1)[C:66]1[CH:67]=[CH:68][CH:69]=[CH:70][CH:71]=1)=[O:36])=[O:30])([CH3:35])([CH3:34])[CH3:33], predict the reactants needed to synthesize it. The reactants are: C(O[C:9](=[O:36])[C@@H:10]([NH:28][C:29]([O:31][C:32]([CH3:35])([CH3:34])[CH3:33])=[O:30])[CH2:11][CH2:12][C:13]1[N:17]([C:18]2[CH:23]=[CH:22][CH:21]=[CH:20][CH:19]=2)[C:16]2[CH:24]=[CH:25][CH:26]=[CH:27][C:15]=2[N:14]=1)C1C=CC=CC=1.CCN=C=NCCCN(C)C.Cl.C1C=CC2N(O)N=NC=2C=1.[C:59]([O:78][NH2:79])([C:72]1[CH:77]=[CH:76][CH:75]=[CH:74][CH:73]=1)([C:66]1[CH:71]=[CH:70][CH:69]=[CH:68][CH:67]=1)[C:60]1[CH:65]=[CH:64][CH:63]=[CH:62][CH:61]=1. (4) Given the product [O:40]=[C:34]1[CH:33]([N:27]2[CH2:26][C:25]3[C:29](=[CH:30][CH:31]=[C:23]([CH2:22][NH:21][C:3](=[O:5])[C:2]([F:1])([F:14])[C:6]4[CH:11]=[CH:10][C:9]([F:12])=[CH:8][C:7]=4[CH3:13])[CH:24]=3)[C:28]2=[O:32])[CH2:38][CH2:37][C:36](=[O:39])[NH:35]1, predict the reactants needed to synthesize it. The reactants are: [F:1][C:2]([F:14])([C:6]1[CH:11]=[CH:10][C:9]([F:12])=[CH:8][C:7]=1[CH3:13])[C:3]([OH:5])=O.P(Cl)(Cl)(Cl)=O.Cl.[NH2:21][CH2:22][C:23]1[CH:24]=[C:25]2[C:29](=[CH:30][CH:31]=1)[C:28](=[O:32])[N:27]([CH:33]1[CH2:38][CH2:37][C:36](=[O:39])[NH:35][C:34]1=[O:40])[CH2:26]2.C(=O)(O)[O-].[Na+]. (5) Given the product [CH3:1][O:2][C:3]([C:5]1[C:14]([Br:31])=[C:13]([OH:15])[C:12]2[C:7](=[C:8]([O:16][CH2:17][C:18]3[CH:23]=[CH:22][CH:21]=[CH:20][CH:19]=3)[CH:9]=[CH:10][CH:11]=2)[N:6]=1)=[O:4], predict the reactants needed to synthesize it. The reactants are: [CH3:1][O:2][C:3]([C:5]1[CH:14]=[C:13]([OH:15])[C:12]2[C:7](=[C:8]([O:16][CH2:17][C:18]3[CH:23]=[CH:22][CH:21]=[CH:20][CH:19]=3)[CH:9]=[CH:10][CH:11]=2)[N:6]=1)=[O:4].C(NC(C)C)(C)C.[Br:31]N1C(=O)CCC1=O. (6) Given the product [CH2:32]([C@H:35]1[CH2:39][CH2:38][C@@H:37]([CH2:40][CH2:41][CH3:42])[N:36]1[C:17](=[O:19])[CH2:16][N:7]1[C:8]2[C:13](=[CH:12][CH:11]=[C:10]([O:14][CH3:15])[CH:9]=2)[C:5]([C:3](=[O:4])[C:2]([CH3:21])([CH3:1])[CH3:20])=[N:6]1)[CH2:33][CH3:34], predict the reactants needed to synthesize it. The reactants are: [CH3:1][C:2]([CH3:21])([CH3:20])[C:3]([C:5]1[C:13]2[C:8](=[CH:9][C:10]([O:14][CH3:15])=[CH:11][CH:12]=2)[N:7]([CH2:16][C:17]([OH:19])=O)[N:6]=1)=[O:4].C1C=CC2N(O)N=NC=2C=1.[CH2:32]([C@H:35]1[CH2:39][CH2:38][C@@H:37]([CH2:40][CH2:41][CH3:42])[NH:36]1)[CH2:33][CH3:34].CCN(C(C)C)C(C)C. (7) The reactants are: [N:1]1([C:7]2[C:8]3[S:28][C:27]([CH2:29][N:30]4[CH2:35][CH2:34][N:33]([C:36]([CH3:41])([CH3:40])[C:37]([NH2:39])=[O:38])[CH2:32][CH2:31]4)=[CH:26][C:9]=3[N:10]=[C:11]([Sn](CCCC)(CCCC)CCCC)[N:12]=2)[CH2:6][CH2:5][O:4][CH2:3][CH2:2]1.[CH2:42]([N:44]1[C:52](I)=[C:51]2[C:46]([CH:47]=[CH:48][CH:49]=[CH:50]2)=[N:45]1)[CH3:43]. Given the product [CH2:42]([N:44]1[C:52]([C:11]2[N:12]=[C:7]([N:1]3[CH2:2][CH2:3][O:4][CH2:5][CH2:6]3)[C:8]3[S:28][C:27]([CH2:29][N:30]4[CH2:31][CH2:32][N:33]([C:36]([CH3:41])([CH3:40])[C:37]([NH2:39])=[O:38])[CH2:34][CH2:35]4)=[CH:26][C:9]=3[N:10]=2)=[C:51]2[C:46]([CH:47]=[CH:48][CH:49]=[CH:50]2)=[N:45]1)[CH3:43], predict the reactants needed to synthesize it. (8) Given the product [NH2:1][C:2]1[N:11]=[CH:10][C:9]2[CH2:8][N:7]([C:12]3[C:17]([F:18])=[C:16]([O:19][CH3:20])[CH:15]=[C:14]([O:21][CH3:22])[C:13]=3[F:23])[C:6](=[O:24])[N:5]([CH3:25])[C:4]=2[C:3]=1[O:31][CH2:29][CH3:30], predict the reactants needed to synthesize it. The reactants are: [NH2:1][C:2]1[N:11]=[CH:10][C:9]2[CH2:8][N:7]([C:12]3[C:17]([F:18])=[C:16]([O:19][CH3:20])[CH:15]=[C:14]([O:21][CH3:22])[C:13]=3[F:23])[C:6](=[O:24])[N:5]([CH3:25])[C:4]=2[C:3]=1Br.[OH-].[K+].[CH2:29]([OH:31])[CH3:30]. (9) Given the product [C:1]([C:3]1[CH:4]=[C:5]([C:9]2[CH2:13][CH2:12][CH2:11][C:10]=2[C:14]([OH:16])=[O:15])[CH:6]=[CH:7][CH:8]=1)#[N:2], predict the reactants needed to synthesize it. The reactants are: [C:1]([C:3]1[CH:4]=[C:5]([C:9]2[CH2:13][CH2:12][CH2:11][C:10]=2[C:14]([O:16]C)=[O:15])[CH:6]=[CH:7][CH:8]=1)#[N:2].[OH-].[Li+].